This data is from Full USPTO retrosynthesis dataset with 1.9M reactions from patents (1976-2016). The task is: Predict the reactants needed to synthesize the given product. (1) Given the product [Cl:23][C:7]1[C:6]2[C:11](=[CH:12][C:3]([O:2][CH3:1])=[CH:4][C:5]=2[O:14][CH:15]2[CH2:20][CH2:19][O:18][CH2:17][CH2:16]2)[N:10]=[CH:9][N:8]=1, predict the reactants needed to synthesize it. The reactants are: [CH3:1][O:2][C:3]1[CH:12]=[C:11]2[C:6]([C:7](=O)[NH:8][CH:9]=[N:10]2)=[C:5]([O:14][CH:15]2[CH2:20][CH2:19][O:18][CH2:17][CH2:16]2)[CH:4]=1.O=P(Cl)(Cl)[Cl:23].C(N(CC)C(C)C)(C)C. (2) Given the product [CH3:19][O:20][C:21]([C@@H:23]1[CH2:27][C@@H:26]([NH:28][C:2]2[CH:3]=[C:4]3[C:9](=[CH:10][CH:11]=2)[CH:8]=[N:7][CH:6]=[CH:5]3)[CH2:25][N:24]1[C:29]([O:31][C:32]([CH3:35])([CH3:34])[CH3:33])=[O:30])=[O:22], predict the reactants needed to synthesize it. The reactants are: Br[C:2]1[CH:3]=[C:4]2[C:9](=[CH:10][CH:11]=1)[CH:8]=[N:7][CH:6]=[CH:5]2.C(=O)([O-])[O-].[Cs+].[Cs+].Cl.[CH3:19][O:20][C:21]([C@@H:23]1[CH2:27][C@@H:26]([NH2:28])[CH2:25][N:24]1[C:29]([O:31][C:32]([CH3:35])([CH3:34])[CH3:33])=[O:30])=[O:22]. (3) The reactants are: [OH-].[K+].[OH:3][C:4]1[CH:19]=[CH:18][C:7]([C:8]([O:10][CH2:11][C:12]2[CH:17]=[CH:16][CH:15]=[CH:14][CH:13]=2)=[O:9])=[CH:6][CH:5]=1.Br[CH2:21][CH2:22][CH2:23][CH:24]([CH3:26])[CH3:25]. Given the product [CH2:11]([O:10][C:8](=[O:9])[C:7]1[CH:18]=[CH:19][C:4]([O:3][CH2:21][CH2:22][CH2:23][CH:24]([CH3:26])[CH3:25])=[CH:5][CH:6]=1)[C:12]1[CH:17]=[CH:16][CH:15]=[CH:14][CH:13]=1, predict the reactants needed to synthesize it. (4) Given the product [CH:1](=[O:11])[CH2:2][CH2:3][CH2:4][CH2:5][CH2:6][CH2:7][CH2:8][CH2:9][CH3:10].[CH2:22]([OH:23])[CH2:21][O:20][CH2:19][CH2:18][O:17][CH2:16][CH2:15][O:14][CH2:13][CH2:12][OH:24], predict the reactants needed to synthesize it. The reactants are: [CH:1](=[O:11])[CH2:2][CH2:3][CH2:4][CH2:5][CH2:6][CH2:7][CH2:8][CH2:9][CH3:10].[CH2:12]([OH:24])[CH2:13][O:14][CH2:15][CH2:16][O:17][CH2:18][CH2:19][O:20][CH2:21][CH2:22][OH:23]. (5) Given the product [CH3:16][C:17]1[O:18][C:19]([CH3:25])=[CH:20][C:21]=1[C:22]([N:10]1[CH2:15][CH2:14][O:13][CH2:12][CH2:11]1)=[O:23], predict the reactants needed to synthesize it. The reactants are: C(N(C(C)C)CC)(C)C.[NH:10]1[CH2:15][CH2:14][O:13][CH2:12][CH2:11]1.[CH3:16][C:17]1[O:18][C:19]([CH3:25])=[CH:20][C:21]=1[C:22](Cl)=[O:23].